From a dataset of Forward reaction prediction with 1.9M reactions from USPTO patents (1976-2016). Predict the product of the given reaction. (1) Given the reactants [O:1]1[C:5]2[CH:6]=[CH:7][CH:8]=[CH:9][C:4]=2[CH:3]=[C:2]1[CH:10]=O.[CH3:12][O:13][C:14](=[O:31])[C:15]1[C:16](=[C:21]([NH:25]CCCCC)[CH:22]=[CH:23][CH:24]=1)[C:17]([O:19][CH3:20])=[O:18], predict the reaction product. The product is: [CH3:12][O:13][C:14](=[O:31])[C:15]1[C:16](=[C:21]([NH:25][CH2:10][C:2]2[O:1][C:5]3[CH:6]=[CH:7][CH:8]=[CH:9][C:4]=3[CH:3]=2)[CH:22]=[CH:23][CH:24]=1)[C:17]([O:19][CH3:20])=[O:18]. (2) Given the reactants [S:1]1[CH:5]=[CH:4][N:3]=[CH:2]1.[Li]CCCC.[C:11]([C@@H:14]1[CH2:19][CH2:18][C@H:17]([C:20]([O:22][CH2:23][CH2:24][CH2:25][CH3:26])=[O:21])[CH2:16][CH2:15]1)(=[O:13])[CH3:12], predict the reaction product. The product is: [OH:13][C:11]([C@@H:14]1[CH2:19][CH2:18][C@H:17]([C:20]([O:22][CH2:23][CH2:24][CH2:25][CH3:26])=[O:21])[CH2:16][CH2:15]1)([C:2]1[S:1][CH:5]=[CH:4][N:3]=1)[CH3:12].